From a dataset of Reaction yield outcomes from USPTO patents with 853,638 reactions. Predict the reaction yield, written as a fraction of the theoretical maximum amount of product (1.0 means a 100% yield; for example, 0.34 means a 34% yield). The reactants are [N:1]1[CH:6]=[CH:5][CH:4]=[CH:3][C:2]=1[CH2:7][CH2:8][N:9]1[CH2:14][CH2:13][N:12]([C:15]([O:17][C:18]([CH3:21])([CH3:20])[CH3:19])=[O:16])[CH2:11][CH2:10]1.C([Li])CCC.[C:27]1(=[O:33])[CH2:32][CH2:31][CH2:30][CH2:29][CH2:28]1. The catalyst is O1CCCC1. The product is [OH:33][C:27]1([CH:7]([C:2]2[CH:3]=[CH:4][CH:5]=[CH:6][N:1]=2)[CH2:8][N:9]2[CH2:10][CH2:11][N:12]([C:15]([O:17][C:18]([CH3:21])([CH3:20])[CH3:19])=[O:16])[CH2:13][CH2:14]2)[CH2:32][CH2:31][CH2:30][CH2:29][CH2:28]1. The yield is 0.780.